This data is from Experimentally validated miRNA-target interactions with 360,000+ pairs, plus equal number of negative samples. The task is: Binary Classification. Given a miRNA mature sequence and a target amino acid sequence, predict their likelihood of interaction. (1) The miRNA is hsa-miR-1251-5p with sequence ACUCUAGCUGCCAAAGGCGCU. The protein sequence of the target gene is MVDQLRERTTMADPLRERTELLLADYLGYCAREPGTPEPAPSTPEAAVLRSAAARLRQIHRSFFSAYLGYPGNRFELVALMADSVLSDSPGPTWGRVVTLVTFAGTLLERGPLVTARWKKWGFQPRLKEQEGDVARDCQRLVALLSSRLMGQHRAWLQAQGGWDGFCHFFRTPFPLAFWRKQLVQAFLSCLLTTAFIYLWTRLL. Result: 0 (no interaction). (2) The miRNA is mmu-miR-24-3p with sequence UGGCUCAGUUCAGCAGGAACAG. The protein sequence of the target gene is MNPVYSPGSSGVPYANAKGIGYPAGFPVGYAAAPAYSPNMYPGANPTFQTGYTPGTPYKVSCSPTSGAVPPYSSSPNPYQTAVYPVRSAYPQQSPYAQQGTYYTQPLYAAPPHVIHHTTVVQPNGMPATVYPAPIPPPRGSGVTMGMVAGTTMAMSAGTLLTAHSPTPVAPHPVTVPTYRAPGTPTYSYVPPQW. Result: 1 (interaction). (3) The miRNA is hsa-miR-4288 with sequence UUGUCUGCUGAGUUUCC. The protein sequence of the target gene is MRNSETLERGVGGCRVFSCLGSYPGIEGAGLALLADLALGGRLLGTHMSQWHHPRSGWGRRRDFSGRSSAKKKGGNHIPERWKDYLPVGQRMPGTRFIAFKVPLQKSFEKKLAPEECFSPLDLFNKIREQNEELGLIIDLTYTQRYYKPEDLPETVPYLKIFTVGHQVPDDETIFKFKHAVNGFLKENKDNDKLIGVHCTHGLNRTGYLICRYLIDVEGVRPDDAIELFNRCRGHCLERQNYIEDLQNGPIRKNWNSSVPRSSDFEDSAHLMQPVHNKPVKQGPRYNLHQIQGHSAPRHF.... Result: 0 (no interaction). (4) The miRNA is hsa-miR-187-5p with sequence GGCUACAACACAGGACCCGGGC. The protein sequence of the target gene is MERLKSHKPATMTIMVEDIMKLLCSLSGERKMKAAVKHSGKGALVTGAMAFVGGLVGGPPGLAVGGAVGGLLGAWMTSGQFKPVPQILMELPPAEQQRLFNEAAAIIRHLEWTDAVQLTALVMGSEALQQQLLAMLVNYVTKELRAEIQYDD. Result: 1 (interaction). (5) The miRNA is cel-miR-58a-3p with sequence UGAGAUCGUUCAGUACGGCAAU. The protein sequence of the target gene is MRAFCTVSAPLEVCASSAEQLSPGSRFLALRLLGQQQPKTLYFLVDAKSRVREVYTQTCLHFATQGMLDTELFGLAVLIDGEYMFADPESKLSKYGPKSWRSSHTHGLDANGRPLLELHFRVQFYIESPFMLKDETSRHNYYLQLRHNILQRDLPREQAEQALVFLAGLALQADLGDAPPGTSNSKDDSGEETSASPSNGGRGLSATTTLPKISKRANERMLRLSTYVASTSKRETIPLPPSLPPNGADYYRIEDYLPSGLHTPWARSAMRACHREHLGMATAEAELLYIQQACSLHETI.... Result: 0 (no interaction). (6) The miRNA is hsa-miR-4722-3p with sequence ACCUGCCAGCACCUCCCUGCAG. The protein sequence of the target gene is MEDEAVLDRGASFLKHVCDEEEVEGHHTIYIGVHVPKSYRRRRRHKRKTGHKEKKEKERISENYSDKSDIENADESSSSILKPLISPAAERIRFILGEEDDSPAPPQLFTELDELLAVDGQEMEWKETARWIKFEEKVEQGGERWSKPHVATLSLHSLFELRTCMEKGSIMLDREASSLPQLVEMIVDHQIETGLLKPELKDKVTYTLLRKHRHQTKKSNLRSLADIGKTVSSASRMFTNPDNGSPAMTHRNLTSSSLNDISDKPEKDQLKNKFMKKLPRDAEASNVLVGEVDFLDTPFI.... Result: 1 (interaction). (7) The miRNA is hsa-miR-5582-3p with sequence UAAAACUUUAAGUGUGCCUAGG. The protein sequence of the target gene is MAGAAAGGRGGGAWGPGRGGAGGLRRGCSPPAPAGSPRAGLQPLRATIPFQLQQPHQRRDGGGRAASVPCSVAPEKSVCRPQPLQVRRTFSLDTILSSYLLGQWPRDADGAFTCCTNDKATQTPLSWQELEGERASSCAHKRSASWGSTDHRKEISKLKQQLQRTKLSRSGKEKERGSPLLGDHAVRGALRASPPSFPSGSPVLRLSPCLHRSLEGLNQELEEVFVKEQGEEELLRILDIPDGHRAPAPPQSGSCDHPLLLLEPGNLASSPSMSLASPQPCGLASHEEHRGAAEELASTP.... Result: 0 (no interaction).